Dataset: Reaction yield outcomes from USPTO patents with 853,638 reactions. Task: Predict the reaction yield, written as a fraction of the theoretical maximum amount of product (1.0 means a 100% yield; for example, 0.34 means a 34% yield). (1) The reactants are CN1CCOCC1.[C:8]([O:12][C:13]([N:15]1[C@H:19]([C:20]2[CH:25]=[CH:24][CH:23]=[CH:22][CH:21]=2)[CH2:18][CH2:17][C@@H:16]1[C:26](O)=[O:27])=[O:14])([CH3:11])([CH3:10])[CH3:9].[BH4-].[Na+]. The catalyst is COCCOC.O. The product is [OH:27][CH2:26][C@H:16]1[CH2:17][CH2:18][C@@H:19]([C:20]2[CH:21]=[CH:22][CH:23]=[CH:24][CH:25]=2)[N:15]1[C:13]([O:12][C:8]([CH3:11])([CH3:10])[CH3:9])=[O:14]. The yield is 0.920. (2) The reactants are C([O:5][C:6](=[O:57])[C:7]1[CH:12]=[CH:11][CH:10]=[C:9]([CH2:13][CH:14]([NH:28][C:29](=[O:54])[CH2:30][N:31]2[CH2:36][CH2:35][CH:34]([NH:37]C(OC(C)(C)C)=O)[CH:33]([CH2:45][NH:46]C(OC(C)(C)C)=O)[CH2:32]2)[B:15]2[O:23]C3C(C)(C4CC(C3)C4(C)C)[O:16]2)[C:8]=1OC)(C)(C)C.B(Cl)(Cl)Cl. No catalyst specified. The product is [NH2:37][CH:34]1[CH2:35][CH2:36][N:31]([CH2:30][C:29]([NH:28][CH:14]2[CH2:13][C:9]3[CH:10]=[CH:11][CH:12]=[C:7]([C:6]([OH:5])=[O:57])[C:8]=3[O:23][B:15]2[OH:16])=[O:54])[CH2:32][CH:33]1[CH2:45][NH2:46]. The yield is 0.100. (3) The reactants are [NH2:1][CH:2]1[CH2:7][CH2:6][N:5]([C:8]2[CH:18]=[CH:17][C:11]([C:12]([O:14][CH2:15][CH3:16])=[O:13])=[CH:10][CH:9]=2)[CH2:4][CH2:3]1.CCN(CC)CC.[C:26](Cl)(=[O:33])[C:27]1[CH:32]=[CH:31][CH:30]=[CH:29][CH:28]=1. The catalyst is C(Cl)Cl. The product is [C:26]([NH:1][CH:2]1[CH2:7][CH2:6][N:5]([C:8]2[CH:18]=[CH:17][C:11]([C:12]([O:14][CH2:15][CH3:16])=[O:13])=[CH:10][CH:9]=2)[CH2:4][CH2:3]1)(=[O:33])[C:27]1[CH:32]=[CH:31][CH:30]=[CH:29][CH:28]=1. The yield is 1.00. (4) The reactants are [F:1][C:2]1[CH:7]=[C:6]([C:8]2[CH:13]=[CH:12][N:11]=[C:10]3[NH:14][C:15]([C:17]4[CH:22]=[CH:21][C:20]([CH2:23][N:24]5[CH2:29][CH2:28][N:27]([CH3:30])[CH2:26][CH2:25]5)=[CH:19][N:18]=4)=[N:16][C:9]=23)[CH:5]=[CH:4][C:3]=1[CH2:31][NH2:32].[C:33]([C:37]1[O:41][N:40]=[C:39]([C:42](OCC)=[O:43])[N:38]=1)([CH3:36])([CH3:35])[CH3:34]. The catalyst is CO. The product is [C:33]([C:37]1[O:41][N:40]=[C:39]([C:42]([NH:32][CH2:31][C:3]2[CH:4]=[CH:5][C:6]([C:8]3[CH:13]=[CH:12][N:11]=[C:10]4[NH:14][C:15]([C:17]5[CH:22]=[CH:21][C:20]([CH2:23][N:24]6[CH2:29][CH2:28][N:27]([CH3:30])[CH2:26][CH2:25]6)=[CH:19][N:18]=5)=[N:16][C:9]=34)=[CH:7][C:2]=2[F:1])=[O:43])[N:38]=1)([CH3:36])([CH3:34])[CH3:35]. The yield is 0.0900. (5) The reactants are [O:1]=[C:2]1[C:11]2[C:6](=[CH:7][CH:8]=[C:9]([C:12]3([C:15]([O:17]C)=[O:16])[CH2:14][CH2:13]3)[CH:10]=2)[O:5][CH2:4][CH2:3]1.O[Li].[OH2:21].[CH3:22]O. The catalyst is O. The product is [OH:1][C:2]1([O:21][CH3:22])[C:11]2[C:6](=[CH:7][CH:8]=[C:9]([C:12]3([C:15]([OH:17])=[O:16])[CH2:13][CH2:14]3)[CH:10]=2)[O:5][CH2:4][CH2:3]1. The yield is 0.440. (6) The reactants are [C:1]1([C:7]2[O:8][C:9]([C:15]([F:18])([F:17])[F:16])=[C:10]([C:12]([OH:14])=O)[N:11]=2)[CH:6]=[CH:5][CH:4]=[CH:3][CH:2]=1.C(Cl)(=O)C(Cl)=O.[C:25]([O:29][C:30]([N:32]1[CH2:38][CH2:37][CH2:36][N:35]([C:39]2[CH:44]=[CH:43][C:42]([NH2:45])=[CH:41][CH:40]=2)[CH2:34][CH2:33]1)=[O:31])([CH3:28])([CH3:27])[CH3:26].C(N(CC)CC)C. The catalyst is C(Cl)Cl.CN(C=O)C. The product is [C:25]([O:29][C:30]([N:32]1[CH2:38][CH2:37][CH2:36][N:35]([C:39]2[CH:44]=[CH:43][C:42]([NH:45][C:12]([C:10]3[N:11]=[C:7]([C:1]4[CH:2]=[CH:3][CH:4]=[CH:5][CH:6]=4)[O:8][C:9]=3[C:15]([F:18])([F:17])[F:16])=[O:14])=[CH:41][CH:40]=2)[CH2:34][CH2:33]1)=[O:31])([CH3:28])([CH3:26])[CH3:27]. The yield is 0.830. (7) The reactants are [CH:1]1([C:4]2[C:5]([N:24]([CH2:29][C:30]3[CH:35]=[CH:34][C:33]([O:36][CH3:37])=[CH:32][CH:31]=3)[S:25]([CH3:28])(=[O:27])=[O:26])=[CH:6][C:7]3[O:11][C:10]([C:12]4[CH:17]=[CH:16][C:15]([F:18])=[CH:14][CH:13]=4)=[C:9]([C:19](=[N:21][OH:22])[NH2:20])[C:8]=3[CH:23]=2)[CH2:3][CH2:2]1.[C:38](C1NC=CN=1)(C1NC=CN=1)=[O:39].N12CCCN=C1CCCCC2. The catalyst is O1CCOCC1. The product is [CH:1]1([C:4]2[C:5]([N:24]([CH2:29][C:30]3[CH:31]=[CH:32][C:33]([O:36][CH3:37])=[CH:34][CH:35]=3)[S:25]([CH3:28])(=[O:26])=[O:27])=[CH:6][C:7]3[O:11][C:10]([C:12]4[CH:17]=[CH:16][C:15]([F:18])=[CH:14][CH:13]=4)=[C:9]([C:19]4[NH:20][C:38](=[O:39])[O:22][N:21]=4)[C:8]=3[CH:23]=2)[CH2:3][CH2:2]1. The yield is 0.800. (8) The reactants are CON(C)[C:4]([C:6]1[O:7][C:8]([C:11]2[CH:16]=[CH:15][CH:14]=[CH:13][CH:12]=2)=[CH:9][CH:10]=1)=[O:5].[CH3:18][O:19][C:20]1[CH:21]=[C:22]([Mg]Br)[CH:23]=[C:24]([O:28][CH3:29])[C:25]=1[O:26][CH3:27]. The catalyst is C1COCC1. The product is [C:11]1([C:8]2[O:7][C:6]([C:4]([C:22]3[CH:23]=[C:24]([O:28][CH3:29])[C:25]([O:26][CH3:27])=[C:20]([O:19][CH3:18])[CH:21]=3)=[O:5])=[CH:10][CH:9]=2)[CH:12]=[CH:13][CH:14]=[CH:15][CH:16]=1. The yield is 0.355.